Dataset: Full USPTO retrosynthesis dataset with 1.9M reactions from patents (1976-2016). Task: Predict the reactants needed to synthesize the given product. (1) Given the product [C:1]([C:5]1[CH:6]=[C:7]([N:12]2[C:16]([CH2:17][CH:18]3[CH2:19][CH2:20][CH2:21][CH2:22][CH2:23]3)=[C:15]([Cl:29])[C:14]([C:24]([O:26][CH3:27])=[O:25])=[N:13]2)[CH:8]=[C:9]([CH3:11])[CH:10]=1)([CH3:4])([CH3:2])[CH3:3], predict the reactants needed to synthesize it. The reactants are: [C:1]([C:5]1[CH:6]=[C:7]([N:12]2[C:16]([CH2:17][CH:18]3[CH2:23][CH2:22][CH2:21][CH2:20][CH2:19]3)=[CH:15][C:14]([C:24]([O:26][CH3:27])=[O:25])=[N:13]2)[CH:8]=[C:9]([CH3:11])[CH:10]=1)([CH3:4])([CH3:3])[CH3:2].C(Cl)[Cl:29]. (2) Given the product [NH2:25][C:10]1[N:9]=[C:8]([F:26])[N:7]=[C:6]2[C:11]=1[N:12]=[C:13]([CH2:14][C:15]1[C:23]([I:24])=[CH:22][C:18]3[O:19][CH2:20][O:21][C:17]=3[CH:16]=1)[N:5]2[CH2:4][CH2:3][CH2:2][NH:1][S:31]([C:27]([CH3:30])([CH3:29])[CH3:28])=[O:32], predict the reactants needed to synthesize it. The reactants are: [NH2:1][CH2:2][CH2:3][CH2:4][N:5]1[C:13]([CH2:14][C:15]2[C:23]([I:24])=[CH:22][C:18]3[O:19][CH2:20][O:21][C:17]=3[CH:16]=2)=[N:12][C:11]2[C:6]1=[N:7][C:8]([F:26])=[N:9][C:10]=2[NH2:25].[C:27]([S:31](Cl)=[O:32])([CH3:30])([CH3:29])[CH3:28].C(N(CC)CC)C. (3) Given the product [CH2:2]([S:6]([O-:9])(=[O:8])=[O:7])[CH2:3][CH2:4][S:6]([O-:9])(=[O:8])=[O:7].[Na+:10].[Na+:10], predict the reactants needed to synthesize it. The reactants are: Br[CH2:2][CH2:3][CH2:4]Br.[S:6]([O-:9])([O-:8])=[O:7].[Na+:10].[Na+].C. (4) Given the product [ClH:1].[C:20]1([N:18]2[CH:19]=[C:15]([CH2:14][N:11]3[CH2:12][CH2:13][N:8]([C:3]4[C:2]([C:32]5[CH:33]=[CH:34][C:29]([CH2:28][C:26]#[N:27])=[CH:30][CH:31]=5)=[N:7][CH:6]=[CH:5][N:4]=4)[CH2:9][CH2:10]3)[CH:16]=[N:17]2)[CH:25]=[CH:24][CH:23]=[CH:22][CH:21]=1, predict the reactants needed to synthesize it. The reactants are: [Cl:1][C:2]1[C:3]([N:8]2[CH2:13][CH2:12][N:11]([CH2:14][C:15]3[CH:16]=[N:17][N:18]([C:20]4[CH:25]=[CH:24][CH:23]=[CH:22][CH:21]=4)[CH:19]=3)[CH2:10][CH2:9]2)=[N:4][CH:5]=[CH:6][N:7]=1.[C:26]([CH2:28][C:29]1[CH:34]=[CH:33][C:32](B(O)O)=[CH:31][CH:30]=1)#[N:27].C(=O)([O-])[O-].[K+].[K+].O. (5) Given the product [C:43]([N:23]1[CH2:22][CH2:21][CH2:20][N:19]2[CH:14]([CH:1]([C:2]3[CH:3]=[CH:4][CH:5]=[CH:6][CH:7]=3)[C:8]3[CH:13]=[CH:12][CH:11]=[CH:10][CH:9]=3)[CH2:15][N:16]([CH2:26][C:27]3[CH:32]=[CH:31][CH:30]=[CH:29][C:28]=3[O:33][CH3:34])[CH2:17][C@@H:18]2[CH2:24]1)(=[O:45])[CH3:44], predict the reactants needed to synthesize it. The reactants are: [CH:1]([CH:14]1[N:19]2[CH2:20][CH2:21][CH2:22][NH:23][C:24](=O)[C@H:18]2[CH2:17][N:16]([CH2:26][C:27]2[CH:32]=[CH:31][CH:30]=[CH:29][C:28]=2[O:33][CH3:34])[CH2:15]1)([C:8]1[CH:13]=[CH:12][CH:11]=[CH:10][CH:9]=1)[C:2]1[CH:7]=[CH:6][CH:5]=[CH:4][CH:3]=1.[H-].[Al+3].[Li+].[H-].[H-].[H-].[OH-].[Na+].[C:43](Cl)(=[O:45])[CH3:44].